From a dataset of Catalyst prediction with 721,799 reactions and 888 catalyst types from USPTO. Predict which catalyst facilitates the given reaction. (1) Product: [C:30]([N:22]1[CH2:23][CH2:24][CH:20]([C:17]2[CH:18]=[N:19][C:11]([O:10][C:9]3[CH:25]=[CH:26][C:6]([O:5][C:4]4[CH:27]=[CH:28][CH:29]=[C:2]([F:1])[CH:3]=4)=[CH:7][CH:8]=3)=[C:12]([CH:16]=2)[C:13]([NH2:15])=[O:14])[CH2:21]1)(=[O:34])/[CH:31]=[CH:32]/[CH3:33]. Reactant: [F:1][C:2]1[CH:3]=[C:4]([CH:27]=[CH:28][CH:29]=1)[O:5][C:6]1[CH:26]=[CH:25][C:9]([O:10][C:11]2[N:19]=[CH:18][C:17]([CH:20]3[CH2:24][CH2:23][NH:22][CH2:21]3)=[CH:16][C:12]=2[C:13]([NH2:15])=[O:14])=[CH:8][CH:7]=1.[C:30](Cl)(=[O:34])/[CH:31]=[CH:32]/[CH3:33].C(N(CC)C(C)C)(C)C. The catalyst class is: 2. (2) Reactant: [Cl:1][C:2]1[C:3]([O:11][CH3:12])=[N:4][C:5]([O:9][CH3:10])=[C:6]([Cl:8])[CH:7]=1.[Li+].CC([N-]C(C)C)C.[C:21](OCC)(=[O:27])[C:22]([O:24][CH2:25][CH3:26])=[O:23].[Cl-].[NH4+]. Product: [Cl:8][C:6]1[C:5]([O:9][CH3:10])=[N:4][C:3]([O:11][CH3:12])=[C:2]([Cl:1])[C:7]=1[C:21](=[O:27])[C:22]([O:24][CH2:25][CH3:26])=[O:23]. The catalyst class is: 1. (3) Reactant: [NH2:1][C:2]1[CH:3]=[CH:4][C:5]([NH:24][C:25]([O:27][C:28]([CH3:31])([CH3:30])[CH3:29])=[O:26])=[C:6]([CH2:8][CH2:9][C:10]2[CH:11]=[C:12]([NH:16][C:17](=[O:23])[O:18][C:19]([CH3:22])([CH3:21])[CH3:20])[CH:13]=[CH:14][CH:15]=2)[CH:7]=1.[Cl:32][C:33]1[N:38]=[C:37](Cl)[C:36]([F:40])=[CH:35][N:34]=1.C(=O)([O-])[O-].[K+].[K+]. Product: [C:28]([O:27][C:25]([NH:24][C:5]1[CH:4]=[CH:3][C:2]([NH:1][C:35]2[C:36]([F:40])=[CH:37][N:38]=[C:33]([Cl:32])[N:34]=2)=[CH:7][C:6]=1[CH2:8][CH2:9][C:10]1[CH:11]=[C:12]([NH:16][C:17](=[O:23])[O:18][C:19]([CH3:22])([CH3:21])[CH3:20])[CH:13]=[CH:14][CH:15]=1)=[O:26])([CH3:31])([CH3:30])[CH3:29]. The catalyst class is: 9. (4) Reactant: [C:1]12([N:11]=[C:12]=[O:13])[CH2:10][CH:5]3[CH2:6][CH:7]([CH2:9][CH:3]([CH2:4]3)[CH2:2]1)[CH2:8]2.[NH2:14][C:15]1[CH:20]=[CH:19][C:18]([S:21]([NH2:24])(=[O:23])=[O:22])=[CH:17][CH:16]=1. Product: [C:1]12([NH:11][C:12](=[O:13])[NH:14][C:15]3[CH:20]=[CH:19][C:18]([S:21]([NH2:24])(=[O:22])=[O:23])=[CH:17][CH:16]=3)[CH2:10][CH:5]3[CH2:6][CH:7]([CH2:9][CH:3]([CH2:4]3)[CH2:2]1)[CH2:8]2. The catalyst class is: 8. (5) Reactant: C([O:5][C:6](=[O:34])[C:7]([S:10][C:11]1[S:12][CH:13]=[C:14]([CH2:16][CH2:17][O:18][C:19]2[CH:24]=[CH:23][C:22]([C:25]([NH:27][C:28]3[CH:33]=[CH:32][CH:31]=[CH:30][CH:29]=3)=[O:26])=[CH:21][CH:20]=2)[N:15]=1)([CH3:9])[CH3:8])(C)(C)C.FC(F)(F)C(O)=O. Product: [NH:27]([C:25]([C:22]1[CH:23]=[CH:24][C:19]([O:18][CH2:17][CH2:16][C:14]2[N:15]=[C:11]([S:10][C:7]([CH3:9])([CH3:8])[C:6]([OH:34])=[O:5])[S:12][CH:13]=2)=[CH:20][CH:21]=1)=[O:26])[C:28]1[CH:29]=[CH:30][CH:31]=[CH:32][CH:33]=1. The catalyst class is: 4. (6) Reactant: [Cl:1][C:2]1[CH:20]=[C:19]([N+:21]([O-:23])=[O:22])[CH:18]=[C:17]([Cl:24])[C:3]=1[O:4][C:5]1[CH:6]=[CH:7][C:8]([O:15][CH3:16])=[C:9]([S:11](Cl)(=[O:13])=[O:12])[CH:10]=1.C(N(CC)CC)C.[CH:32]1([NH2:35])[CH2:34][CH2:33]1.Cl. Product: [CH:32]1([NH:35][S:11]([C:9]2[CH:10]=[C:5]([O:4][C:3]3[C:2]([Cl:1])=[CH:20][C:19]([N+:21]([O-:23])=[O:22])=[CH:18][C:17]=3[Cl:24])[CH:6]=[CH:7][C:8]=2[O:15][CH3:16])(=[O:13])=[O:12])[CH2:34][CH2:33]1. The catalyst class is: 34. (7) Reactant: CC(C)([O-])C.[K+].[C:7]([NH:10][C:11]1[CH:16]=[CH:15][C:14]([CH2:17][C:18]#[N:19])=[CH:13][CH:12]=1)(=[O:9])[CH3:8].[N:20]([C:23]1[CH:28]=[CH:27][C:26]([C:29]([F:32])([F:31])[F:30])=[CH:25][C:24]=1[F:33])=[N+:21]=[N-:22]. Product: [NH2:19][C:18]1[N:20]([C:23]2[CH:28]=[CH:27][C:26]([C:29]([F:32])([F:31])[F:30])=[CH:25][C:24]=2[F:33])[N:21]=[N:22][C:17]=1[C:14]1[CH:15]=[CH:16][C:11]([NH:10][C:7](=[O:9])[CH3:8])=[CH:12][CH:13]=1. The catalyst class is: 107. (8) Product: [N:8]1[C:7]2[C:2](=[N:3][CH:4]=[CH:5][CH:6]=2)[O:10][C:9]=1[C:11]1[CH:20]=[CH:19][C:14]([C:15]([O:17][CH3:18])=[O:16])=[CH:13][CH:12]=1. Reactant: Cl[C:2]1[C:7]([NH:8][C:9]([C:11]2[CH:20]=[CH:19][C:14]([C:15]([O:17][CH3:18])=[O:16])=[CH:13][CH:12]=2)=[O:10])=[CH:6][CH:5]=[CH:4][N:3]=1.C[Si](OP(=O)=O)(C)C. The catalyst class is: 27. (9) Reactant: [OH:1][C:2]1[CH:23]=[C:22]([Cl:24])[C:5]([CH2:6][C@@H:7]2[CH2:11][CH2:10][N:9]([C@H:12]3[CH2:20][CH2:19][C:18]4[C:14](=[CH:15][NH:16][N:17]=4)[CH2:13]3)[C:8]2=[O:21])=[C:4]([Cl:25])[CH:3]=1.[S:26](O[S:26]([C:29]([F:32])([F:31])[F:30])(=[O:28])=[O:27])([C:29]([F:32])([F:31])[F:30])(=[O:28])=[O:27]. Product: [Cl:25][C:4]1[CH:3]=[C:2]([O:1][S:26]([C:29]([F:32])([F:31])[F:30])(=[O:28])=[O:27])[CH:23]=[C:22]([Cl:24])[C:5]=1[CH2:6][C@@H:7]1[CH2:11][CH2:10][N:9]([C@H:12]2[CH2:20][CH2:19][C:18]3[C:14](=[CH:15][N:16]([S:26]([C:29]([F:32])([F:31])[F:30])(=[O:28])=[O:27])[N:17]=3)[CH2:13]2)[C:8]1=[O:21]. The catalyst class is: 300. (10) Reactant: C([O:3][C:4](=[O:35])[CH2:5][CH:6]1[S:10][C:9]([C:11]2[NH:12][C:13]3[C:18]([CH:19]=2)=[CH:17][C:16]([O:20][CH2:21][CH2:22][O:23][CH3:24])=[CH:15][C:14]=3[N:25]([CH3:34])[S:26]([C:29]2[S:30][CH:31]=[CH:32][CH:33]=2)(=[O:28])=[O:27])=[N:8][CH2:7]1)C.[OH-].[Na+].O1CCCC1.C(O)(=O)CC(CC(O)=O)(C(O)=O)O. Product: [CH3:24][O:23][CH2:22][CH2:21][O:20][C:16]1[CH:17]=[C:18]2[C:13](=[C:14]([N:25]([CH3:34])[S:26]([C:29]3[S:30][CH:31]=[CH:32][CH:33]=3)(=[O:28])=[O:27])[CH:15]=1)[NH:12][C:11]([C:9]1[S:10][CH:6]([CH2:5][C:4]([OH:35])=[O:3])[CH2:7][N:8]=1)=[CH:19]2. The catalyst class is: 8.